This data is from Forward reaction prediction with 1.9M reactions from USPTO patents (1976-2016). The task is: Predict the product of the given reaction. (1) Given the reactants [Cl:1][C:2]1[CH:7]=[CH:6][C:5]([CH:8]([C:10]2[N:11]([CH3:15])[N:12]=[CH:13][CH:14]=2)[OH:9])=[CH:4][CH:3]=1.O[CH:17]1[CH2:22][CH2:21][NH:20][CH2:19][CH2:18]1.O.C1(C)C=CC(S(O)(=O)=O)=CC=1, predict the reaction product. The product is: [Cl:1][C:2]1[CH:3]=[CH:4][C:5]([CH:8]([C:10]2[N:11]([CH3:15])[N:12]=[CH:13][CH:14]=2)[O:9][CH:17]2[CH2:22][CH2:21][NH:20][CH2:19][CH2:18]2)=[CH:6][CH:7]=1. (2) Given the reactants [Cl:1][CH2:2][C:3](Cl)=[O:4].[CH2:6]1[C:15]2[C:10]3=[C:11]([CH2:16][CH2:17][CH2:18][N:9]3[C:8](=[O:19])[CH2:7]1)[CH:12]=[CH:13][CH:14]=2.[Cl-].[Al+3].[Cl-].[Cl-], predict the reaction product. The product is: [Cl:1][CH2:2][C:3]([C:13]1[CH:14]=[C:15]2[C:10]3=[C:11]([CH2:16][CH2:17][CH2:18][N:9]3[C:8](=[O:19])[CH2:7][CH2:6]2)[CH:12]=1)=[O:4]. (3) Given the reactants [F:1][C:2]([F:12])([F:11])[C:3]1[CH:8]=[CH:7][C:6]([OH:9])=[C:5](Br)[CH:4]=1.[CH2:13]([O:15]C([Sn](CCCC)(CCCC)CCCC)=C)[CH3:14].Cl, predict the reaction product. The product is: [OH:9][C:6]1[CH:7]=[CH:8][C:3]([C:2]([F:12])([F:11])[F:1])=[CH:4][C:5]=1[C:13](=[O:15])[CH3:14]. (4) The product is: [CH3:1][O:2][C:3](=[O:4])[CH:5]=[CH:19][C:18]1[CH:21]=[CH:22][C:15]([Cl:14])=[C:16]([N+:23]([O-:25])=[O:24])[CH:17]=1. Given the reactants [CH3:1][O:2][C:3]([CH2:5]P(OC)(OC)=O)=[O:4].[H-].[Na+].[Cl:14][C:15]1[CH:22]=[CH:21][C:18]([CH:19]=O)=[CH:17][C:16]=1[N+:23]([O-:25])=[O:24].O, predict the reaction product. (5) Given the reactants [NH2:1][C:2]1[C:7]([Br:8])=[CH:6][CH:5]=[CH:4][N:3]=1.[C:9](OC(=O)C)(=[O:11])[CH3:10], predict the reaction product. The product is: [Br:8][C:7]1[C:2]([NH:1][C:9](=[O:11])[CH3:10])=[N:3][CH:4]=[CH:5][CH:6]=1. (6) The product is: [CH3:43][C:44]1[CH:45]=[CH:35][N:36]=[C:6]([C:10]([F:11])([F:12])[F:13])[C:7]=1[CH2:8][NH:9][C:31]([C:29]1[N:28]=[N:27][N:26]([CH2:25][C:20]2[CH:21]=[C:22]3[C:17](=[CH:18][CH:19]=2)[N:16]=[C:15]([CH3:14])[CH:24]=[CH:23]3)[CH:30]=1)=[O:33]. Given the reactants CC1[C:7]([CH2:8][NH2:9])=[C:6]([C:10]([F:13])([F:12])[F:11])C=CN=1.[CH3:14][C:15]1[CH:24]=[CH:23][C:22]2[C:17](=[CH:18][CH:19]=[C:20]([CH2:25][N:26]3[CH:30]=[C:29]([C:31]([OH:33])=O)[N:28]=[N:27]3)[CH:21]=2)[N:16]=1.C[CH2:35][N:36](C(C)C)C(C)C.[CH3:43][CH2:44][CH2:45]P(=O)=O.CCOC(C)=O, predict the reaction product. (7) Given the reactants [CH3:1][NH:2][C:3](SC)=[CH:4][N+:5]([O-:7])=[O:6].[F:10][C:11]([F:23])([F:22])[C:12]1[CH:17]=[C:16]([O:18][CH3:19])[N:15]=[C:14]([NH:20][NH2:21])[CH:13]=1, predict the reaction product. The product is: [CH3:1][NH:2][C:3]([NH:21][NH:20][C:14]1[CH:13]=[C:12]([C:11]([F:23])([F:22])[F:10])[CH:17]=[C:16]([O:18][CH3:19])[N:15]=1)=[CH:4][N+:5]([O-:7])=[O:6]. (8) Given the reactants [CH2:1]([C:5]1[O:6][C:7]2[CH:23]=[CH:22][C:21]([N+:24]([O-:26])=[O:25])=[CH:20][C:8]=2[C:9]=1[C:10](=[O:19])[C:11]1[CH:16]=[CH:15][C:14]([O:17]C)=[CH:13][CH:12]=1)[CH2:2][CH2:3][CH3:4].Cl.C(N(CCCC)CCCC)CCC, predict the reaction product. The product is: [CH2:1]([C:5]1[O:6][C:7]2[CH:23]=[CH:22][C:21]([N+:24]([O-:26])=[O:25])=[CH:20][C:8]=2[C:9]=1[C:10](=[O:19])[C:11]1[CH:12]=[CH:13][C:14]([OH:17])=[CH:15][CH:16]=1)[CH2:2][CH2:3][CH3:4].